This data is from Catalyst prediction with 721,799 reactions and 888 catalyst types from USPTO. The task is: Predict which catalyst facilitates the given reaction. (1) Reactant: [CH3:1][O:2][C:3](=[O:19])[C@H:4]([CH2:13][CH2:14][C:15]([O:17][CH3:18])=[O:16])[NH:5][C:6]([O:8][C:9]([CH3:12])([CH3:11])[CH3:10])=[O:7].[Li].C[Si]([N-][Si](C)(C)C)(C)C.[I:30][CH2:31][CH2:32][CH2:33][CH2:34][CH2:35][CH2:36]I. Product: [CH3:1][O:2][C:3](=[O:19])[C@@H:4]([NH:5][C:6]([O:8][C:9]([CH3:11])([CH3:12])[CH3:10])=[O:7])[CH2:13][C@H:14]([CH2:36][CH2:35][CH2:34][CH2:33][CH2:32][CH2:31][I:30])[C:15]([O:17][CH3:18])=[O:16]. The catalyst class is: 7. (2) Reactant: Cl[C:2]1[C:7]([CH3:8])=[C:6]([Cl:9])[N:5]=[CH:4][N:3]=1.[C:10]([O:14][C:15]([N:17]1[CH2:22][CH2:21][CH:20]([OH:23])[CH2:19][CH2:18]1)=[O:16])([CH3:13])([CH3:12])[CH3:11].CC(C)([O-])C.[K+]. Product: [C:10]([O:14][C:15]([N:17]1[CH2:22][CH2:21][CH:20]([O:23][C:2]2[C:7]([CH3:8])=[C:6]([Cl:9])[N:5]=[CH:4][N:3]=2)[CH2:19][CH2:18]1)=[O:16])([CH3:13])([CH3:11])[CH3:12]. The catalyst class is: 1. (3) Reactant: P(Br)(Br)[Br:2].[F:5][C:6]1[CH:11]=[CH:10][C:9]([O:12][CH3:13])=[CH:8][C:7]=1[C:14]1[N:19]=[CH:18][C:17]([CH2:20]O)=[CH:16][C:15]=1[CH2:22][C:23]([CH3:26])([CH3:25])[CH3:24].C(=O)([O-])O.[Na+]. Product: [Br:2][CH2:20][C:17]1[CH:16]=[C:15]([CH2:22][C:23]([CH3:26])([CH3:25])[CH3:24])[C:14]([C:7]2[CH:8]=[C:9]([O:12][CH3:13])[CH:10]=[CH:11][C:6]=2[F:5])=[N:19][CH:18]=1. The catalyst class is: 3.